Dataset: Full USPTO retrosynthesis dataset with 1.9M reactions from patents (1976-2016). Task: Predict the reactants needed to synthesize the given product. (1) Given the product [F:60][C:32]([F:31])([F:61])[C:33]1[CH:34]=[C:35]([C:39]2[CH:40]=[CH:41][C:42]3[N:48]4[CH2:49][C@H:45]([CH2:46][CH2:47]4)[N:44]([C:50]([NH:1][C:2]4[N:7]=[C:6]([N:8]5[CH2:9][CH2:10][N:11]([C:14]([O:16][C:17]([CH3:20])([CH3:19])[CH3:18])=[O:15])[CH2:12][CH2:13]5)[CH:5]=[CH:4][N:3]=4)=[O:51])[C:43]=3[N:59]=2)[CH:36]=[CH:37][CH:38]=1, predict the reactants needed to synthesize it. The reactants are: [NH2:1][C:2]1[N:7]=[C:6]([N:8]2[CH2:13][CH2:12][N:11]([C:14]([O:16][C:17]([CH3:20])([CH3:19])[CH3:18])=[O:15])[CH2:10][CH2:9]2)[CH:5]=[CH:4][N:3]=1.C[Si]([N-][Si](C)(C)C)(C)C.[Na+].[F:31][C:32]([F:61])([F:60])[C:33]1[CH:34]=[C:35]([C:39]2[CH:40]=[CH:41][C:42]3[N:48]4[CH2:49][C@H:45]([CH2:46][CH2:47]4)[N:44]([C:50](OC4C=CC=CC=4)=[O:51])[C:43]=3[N:59]=2)[CH:36]=[CH:37][CH:38]=1. (2) Given the product [C:30]([NH:29][C@@H:4]1[CH2:7][C@H:6]([C:8]([O:10][CH2:11][C:12]2[CH:13]=[CH:14][CH:15]=[CH:16][CH:17]=2)=[O:9])[C:5]1([CH3:18])[CH3:19])(=[O:31])[CH3:33], predict the reactants needed to synthesize it. The reactants are: C([C@@H:4]1[CH2:7][C@H:6]([C:8]([O:10][CH2:11][C:12]2[CH:17]=[CH:16][CH:15]=[CH:14][CH:13]=2)=[O:9])[C:5]1([CH3:19])[CH3:18])(=O)C.[N-]=[N+]=[N-].[Na+].CS(O)(=O)=O.[NH3:29].[CH2:30]([CH2:33]OC)[O:31]C. (3) Given the product [CH:43]1([CH2:42][N:11]([CH2:10][CH2:9][OH:8])[C:12]([C:14]2[C:19]([O:20][CH2:21][C:22]3[CH:27]=[CH:26][CH:25]=[CH:24][CH:23]=3)=[C:18]([OH:28])[N:17]=[C:16]([CH2:29][C:30]3([C:35]4[CH:40]=[CH:39][C:38]([Cl:41])=[CH:37][CH:36]=4)[CH2:34][CH2:33][CH2:32][CH2:31]3)[N:15]=2)=[O:13])[CH2:45][CH2:44]1, predict the reactants needed to synthesize it. The reactants are: [Si]([O:8][CH2:9][CH2:10][N:11]([CH2:42][CH:43]1[CH2:45][CH2:44]1)[C:12]([C:14]1[C:19]([O:20][CH2:21][C:22]2[CH:27]=[CH:26][CH:25]=[CH:24][CH:23]=2)=[C:18]([OH:28])[N:17]=[C:16]([CH2:29][C:30]2([C:35]3[CH:40]=[CH:39][C:38]([Cl:41])=[CH:37][CH:36]=3)[CH2:34][CH2:33][CH2:32][CH2:31]2)[N:15]=1)=[O:13])(C(C)(C)C)(C)C.Cl.C(OCC)(=O)C. (4) Given the product [Cl:1][C:2]1[N:7]=[C:6]([C:8]2[S:45][C:43]([N:37]3[CH2:42][CH2:41][O:40][CH2:39][CH2:38]3)=[N:44][C:9]=2[C:11]2[CH:12]=[C:13]([NH:17][S:18]([C:21]3[CH:26]=[C:25]([F:27])[CH:24]=[CH:23][C:22]=3[F:28])(=[O:20])=[O:19])[CH:14]=[CH:15][CH:16]=2)[CH:5]=[CH:4][N:3]=1, predict the reactants needed to synthesize it. The reactants are: [Cl:1][C:2]1[N:7]=[C:6](/[CH:8]=[C:9](/[C:11]2[CH:12]=[C:13]([NH:17][S:18]([C:21]3[CH:26]=[C:25]([F:27])[CH:24]=[CH:23][C:22]=3[F:28])(=[O:20])=[O:19])[CH:14]=[CH:15][CH:16]=2)\O)[CH:5]=[CH:4][N:3]=1.C1C(=O)N(Br)C(=O)C1.[N:37]1([C:43](=[S:45])[NH2:44])[CH2:42][CH2:41][O:40][CH2:39][CH2:38]1.ClC1N=C(C2SC(C(C)(C)C)=NC=2C2C=C(NS(C3C=C(F)C=CC=3F)(=O)=O)C=CC=2)C=CN=1. (5) The reactants are: N([O-])=O.[Na+].N[C:6]1[CH:14]=[CH:13][C:9]([C:10]([OH:12])=[O:11])=[CH:8][C:7]=1[O:15][CH3:16].Cl.[I-:18].[Na+]. Given the product [I:18][C:6]1[CH:14]=[CH:13][C:9]([C:10]([OH:12])=[O:11])=[CH:8][C:7]=1[O:15][CH3:16], predict the reactants needed to synthesize it.